From a dataset of Acute oral toxicity (LD50) regression data from Zhu et al.. Regression/Classification. Given a drug SMILES string, predict its toxicity properties. Task type varies by dataset: regression for continuous values (e.g., LD50, hERG inhibition percentage) or binary classification for toxic/non-toxic outcomes (e.g., AMES mutagenicity, cardiotoxicity, hepatotoxicity). Dataset: ld50_zhu. (1) The rat oral LD50 is 2.59, given as -log10 of the dose in mol/kg body weight (higher means more acutely toxic). The compound is CC(C)=CC(C)=NNc1nncc2ccccc12. (2) The compound is Cc1ccc(N)c(S(=O)(=O)O)c1. The rat oral LD50 is 1.20, given as -log10 of the dose in mol/kg body weight (higher means more acutely toxic). (3) The drug is O=C(O)CNCP(=O)(O)O. The rat oral LD50 is 1.54, given as -log10 of the dose in mol/kg body weight (higher means more acutely toxic). (4) The molecule is CCCOP(=S)(OCC)Oc1cnn(C)c(=O)c1OC. The rat oral LD50 is 4.61, given as -log10 of the dose in mol/kg body weight (higher means more acutely toxic). (5) The molecule is O=CCCCC(O)C=O. The rat oral LD50 is 0.884, given as -log10 of the dose in mol/kg body weight (higher means more acutely toxic). (6) The molecule is C1CCNC1. The rat oral LD50 is 2.38, given as -log10 of the dose in mol/kg body weight (higher means more acutely toxic). (7) The molecule is COc1ccc(N)c(OC)c1. The rat oral LD50 is 2.52, given as -log10 of the dose in mol/kg body weight (higher means more acutely toxic). (8) The molecule is CCOP(=O)(OCC)SC(C)C. The rat oral LD50 is 3.07, given as -log10 of the dose in mol/kg body weight (higher means more acutely toxic). (9) The rat oral LD50 is 2.98, given as -log10 of the dose in mol/kg body weight (higher means more acutely toxic). The molecule is CCCCCCNC(=O)n1cc(F)c(=O)[nH]c1=O. (10) The molecule is C=COC(=O)CC. The rat oral LD50 is 1.32, given as -log10 of the dose in mol/kg body weight (higher means more acutely toxic).